From a dataset of Reaction yield outcomes from USPTO patents with 853,638 reactions. Predict the reaction yield, written as a fraction of the theoretical maximum amount of product (1.0 means a 100% yield; for example, 0.34 means a 34% yield). (1) The reactants are [F:1][C:2]1[CH:3]=[CH:4][C:5]([CH3:32])=[C:6]([CH:31]=1)[O:7][CH2:8][C:9]1[C:18]([C:19]2[CH:24]=[CH:23][C:22]([OH:25])=[CH:21][C:20]=2[O:26][CH3:27])=[CH:17][CH:16]=[C:15]2[C:10]=1[C:11]([CH3:30])=[CH:12][C:13]([CH3:29])([CH3:28])[NH:14]2.C(N(CC)CC)C.[C:40](Cl)(=[O:43])[O:41][CH3:42]. The catalyst is O1CCCC1. The product is [F:1][C:2]1[CH:3]=[CH:4][C:5]([CH3:32])=[C:6]([CH:31]=1)[O:7][CH2:8][C:9]1[C:18]([C:19]2[CH:24]=[CH:23][C:22]([O:25][C:40]([O:41][CH3:42])=[O:43])=[CH:21][C:20]=2[O:26][CH3:27])=[CH:17][CH:16]=[C:15]2[C:10]=1[C:11]([CH3:30])=[CH:12][C:13]([CH3:28])([CH3:29])[NH:14]2. The yield is 0.990. (2) The reactants are [C:1]1([NH:7][C:8]([NH2:10])=[O:9])[CH:6]=[CH:5][CH:4]=[CH:3][CH:2]=1.Cl[C:12]([S:14]Cl)=[O:13]. The catalyst is C1COCC1. The product is [C:1]1([N:7]2[C:8](=[O:9])[NH:10][C:12](=[O:13])[S:14]2)[CH:6]=[CH:5][CH:4]=[CH:3][CH:2]=1. The yield is 0.200. (3) The reactants are Br[C:2]1[CH:15]=[C:14]2[C:5]([O:6][CH:7]3[CH:12]([C:13]42[CH2:19][O:18][C:17]([NH2:20])=[N:16]4)[CH2:11][CH2:10][CH2:9][CH2:8]3)=[CH:4][CH:3]=1.[Cl:21][C:22]1[CH:23]=[C:24](B(O)O)[CH:25]=[N:26][CH:27]=1.C(=O)([O-])[O-].[K+].[K+]. The catalyst is O1CCOCC1.C1C=CC([P]([Pd]([P](C2C=CC=CC=2)(C2C=CC=CC=2)C2C=CC=CC=2)([P](C2C=CC=CC=2)(C2C=CC=CC=2)C2C=CC=CC=2)[P](C2C=CC=CC=2)(C2C=CC=CC=2)C2C=CC=CC=2)(C2C=CC=CC=2)C2C=CC=CC=2)=CC=1. The product is [Cl:21][C:22]1[CH:23]=[C:24]([C:2]2[CH:15]=[C:14]3[C:5]([O:6][CH:7]4[CH:12]([C:13]53[CH2:19][O:18][C:17]([NH2:20])=[N:16]5)[CH2:11][CH2:10][CH2:9][CH2:8]4)=[CH:4][CH:3]=2)[CH:25]=[N:26][CH:27]=1. The yield is 0.400.